Dataset: Reaction yield outcomes from USPTO patents with 853,638 reactions. Task: Predict the reaction yield, written as a fraction of the theoretical maximum amount of product (1.0 means a 100% yield; for example, 0.34 means a 34% yield). (1) The reactants are [CH3:1][O:2][C:3](=[O:26])[CH:4]([C:9]1[CH:10]=[C:11]([C:16]2[CH:21]=[CH:20][C:19]([C:22]([F:25])([F:24])[F:23])=[CH:18][CH:17]=2)[CH:12]=[C:13]([OH:15])[CH:14]=1)[CH2:5][CH:6]([CH3:8])[CH3:7].[CH3:27][O:28][C:29]1[CH:34]=[CH:33][C:32](B(O)O)=[CH:31][CH:30]=1. No catalyst specified. The product is [CH3:1][O:2][C:3](=[O:26])[CH:4]([C:9]1[CH:10]=[C:11]([C:16]2[CH:17]=[CH:18][C:19]([C:22]([F:23])([F:25])[F:24])=[CH:20][CH:21]=2)[CH:12]=[C:13]([O:15][C:32]2[CH:33]=[CH:34][C:29]([O:28][CH3:27])=[CH:30][CH:31]=2)[CH:14]=1)[CH2:5][CH:6]([CH3:8])[CH3:7]. The yield is 0.170. (2) The reactants are [CH3:1][CH:2]([CH3:8])[C@H:3]([NH:6][CH3:7])[CH2:4][OH:5].[F:9][C:10]1[CH:18]=[CH:17][C:13]([C:14](Cl)=[O:15])=[CH:12][C:11]=1[CH3:19].O. The catalyst is C(Cl)Cl. The product is [F:9][C:10]1[CH:18]=[CH:17][C:13]([C:14]([N:6]([C@@H:3]([CH:2]([CH3:8])[CH3:1])[CH2:4][OH:5])[CH3:7])=[O:15])=[CH:12][C:11]=1[CH3:19]. The yield is 0.850. (3) The reactants are [F:1][C:2]1[CH:8]=[CH:7][CH:6]=[C:5]([N+:9]([O-:11])=[O:10])[C:3]=1[NH2:4].C([CH:14]([C:18](Cl)=[O:19])[C:15](Cl)=[O:16])C.C([O:24]C(C)C)(C)C.[C:28]1([CH3:34])C=CC=CC=1. No catalyst specified. The product is [F:1][C:2]1[CH:8]=[CH:7][CH:6]=[C:5]([N+:9]([O-:11])=[O:10])[C:3]=1[NH:4][C:18](=[O:19])[CH2:14][C:15]([O:16][CH2:28][CH3:34])=[O:24]. The yield is 0.840. (4) The reactants are C([N:8]1[CH:13]2[CH2:14][O:15][CH2:16][CH:9]1[CH2:10][N:11]([S:17]([C:20]1[CH:25]=[CH:24][CH:23]=[CH:22][CH:21]=1)(=[O:19])=[O:18])[CH2:12]2)C1C=CC=CC=1.[H][H]. The catalyst is CCO.CO.[Pd]. The product is [C:20]1([S:17]([N:11]2[CH2:10][CH:9]3[NH:8][CH:13]([CH2:14][O:15][CH2:16]3)[CH2:12]2)(=[O:19])=[O:18])[CH:21]=[CH:22][CH:23]=[CH:24][CH:25]=1. The yield is 0.900. (5) The reactants are [CH3:1][O:2][C:3](=O)[C:4]1C=CC(CN2CCCCC2)=CC=1.[H-].[Al+3].[Li+].[H-].[H-].[H-].[Cl-].[NH4+].[C:26](O)(=O)/C=[CH:28]\[C:29]([OH:31])=O. The catalyst is O1CCCC1.O. The product is [CH2:3]([O:2][CH2:1][CH3:26])[CH3:4].[CH3:1][CH:29]([OH:31])[CH3:28]. The yield is 0.910. (6) The reactants are C(NC(C)C)(C)C.[Li]CCCC.[CH3:13][C:14]1[CH:19]=[N:18][CH:17]=[CH:16][N:15]=1.[C:20](OC)(=[O:27])[C:21]1[CH:26]=[CH:25][CH:24]=[CH:23][CH:22]=1. The catalyst is C1COCC1. The product is [C:21]1([C:20](=[O:27])[CH2:13][C:14]2[CH:19]=[N:18][CH:17]=[CH:16][N:15]=2)[CH:26]=[CH:25][CH:24]=[CH:23][CH:22]=1. The yield is 0.333.